Dataset: Catalyst prediction with 721,799 reactions and 888 catalyst types from USPTO. Task: Predict which catalyst facilitates the given reaction. (1) Reactant: [C:1]([C:4]1[C:5](=[O:23])[N:6]([CH2:19][CH:20]2[CH2:22][CH2:21]2)[N:7]=[C:8]([C:10]2[CH:11]=[CH:12][C:13]3[O:17][CH2:16][CH2:15][C:14]=3[CH:18]=2)[CH:9]=1)(O)=[O:2].C(N(CC)CC)C.C(=O)([O-])OCCCl.[BH4-].[Na+].Cl. Product: [CH:20]1([CH2:19][N:6]2[C:5](=[O:23])[C:4]([CH2:1][OH:2])=[CH:9][C:8]([C:10]3[CH:11]=[CH:12][C:13]4[O:17][CH2:16][CH2:15][C:14]=4[CH:18]=3)=[N:7]2)[CH2:22][CH2:21]1. The catalyst class is: 20. (2) Reactant: [Br:1][C:2]1[CH:3]=[C:4]([NH:23]CC2C=CC=CN=2)[CH:5]=[C:6]2[C:11]=1[N:10]=[CH:9][C:8]([C:12]#[N:13])=[C:7]2[NH:14][C:15]1[CH:20]=[CH:19][C:18]([F:21])=[C:17]([Cl:22])[CH:16]=1.[CH:31]([C:33]1[NH:37][CH:36]=[N:35][C:34]=1[C:38]([O:40][CH3:41])=[O:39])=O.[BH3-]C#N.[Na+]. Product: [Br:1][C:2]1[CH:3]=[C:4]([NH:23][CH2:31][C:33]2[NH:37][CH:36]=[N:35][C:34]=2[C:38]([O:40][CH3:41])=[O:39])[CH:5]=[C:6]2[C:11]=1[N:10]=[CH:9][C:8]([C:12]#[N:13])=[C:7]2[NH:14][C:15]1[CH:20]=[CH:19][C:18]([F:21])=[C:17]([Cl:22])[CH:16]=1. The catalyst class is: 36. (3) Reactant: [CH3:13][C:12]([O:11][C:9](O[C:9]([O:11][C:12]([CH3:15])([CH3:14])[CH3:13])=[O:10])=[O:10])([CH3:15])[CH3:14].[NH2:16][CH2:17][CH2:18][CH2:19][CH2:20][CH2:21][CH2:22][OH:23]. Product: [C:9]([NH:16][CH2:17][CH2:18][CH2:19][CH2:20][CH2:21][CH2:22][OH:23])([O:11][C:12]([CH3:13])([CH3:14])[CH3:15])=[O:10]. The catalyst class is: 1. (4) Reactant: [CH3:1][N:2]1[CH:6]=[C:5](/[CH:7]=[CH:8]/[C:9]([O:11]C)=[O:10])[CH:4]=[N:3]1.[OH-].[K+]. Product: [CH3:1][N:2]1[CH:6]=[C:5](/[CH:7]=[CH:8]/[C:9]([OH:11])=[O:10])[CH:4]=[N:3]1. The catalyst class is: 5. (5) Reactant: C(OC([NH:8][CH2:9][C@H:10]1[CH2:15][CH2:14][C@H:13]([C:16]([NH:18][C@@H:19]([CH2:46][C:47]2[CH:52]=[CH:51][C:50]([C:53]3[CH:58]=[CH:57][C:56]([C:59](=[O:70])[NH:60][CH:61]4[CH2:66][CH2:65][CH:64]([N:67]([CH3:69])[CH3:68])[CH2:63][CH2:62]4)=[CH:55][C:54]=3[CH3:71])=[CH:49][CH:48]=2)[C:20]([NH:22][C:23]2[CH:28]=[CH:27][C:26]([C:29]3[NH:30][C:31]([C:34]([F:45])([F:44])[C:35]([F:43])([F:42])[C:36]([F:41])([F:40])[C:37]([OH:39])=[O:38])=[N:32][N:33]=3)=[CH:25][CH:24]=2)=[O:21])=[O:17])[CH2:12][CH2:11]1)=O)(C)(C)C.[ClH:72]. Product: [ClH:72].[NH2:8][CH2:9][C@H:10]1[CH2:15][CH2:14][C@H:13]([C:16]([NH:18][C@@H:19]([CH2:46][C:47]2[CH:48]=[CH:49][C:50]([C:53]3[CH:58]=[CH:57][C:56]([C:59](=[O:70])[NH:60][CH:61]4[CH2:62][CH2:63][CH:64]([N:67]([CH3:69])[CH3:68])[CH2:65][CH2:66]4)=[CH:55][C:54]=3[CH3:71])=[CH:51][CH:52]=2)[C:20]([NH:22][C:23]2[CH:28]=[CH:27][C:26]([C:29]3[NH:30][C:31]([C:34]([F:44])([F:45])[C:35]([F:42])([F:43])[C:36]([F:40])([F:41])[C:37]([OH:39])=[O:38])=[N:32][N:33]=3)=[CH:25][CH:24]=2)=[O:21])=[O:17])[CH2:12][CH2:11]1. The catalyst class is: 12. (6) Reactant: [C:1]([O:5][C:6](=[O:27])[C:7]([S:10][C:11]1[S:12][CH:13]=[C:14]([CH2:16][CH2:17][NH:18][C:19]2[N:24]=[CH:23][C:22]([CH2:25][CH3:26])=[CH:21][N:20]=2)[N:15]=1)([CH3:9])[CH3:8])([CH3:4])([CH3:3])[CH3:2].Cl[CH2:29][C:30]1[CH:31]=[N:32][N:33]([C:35]2[CH:40]=[CH:39][CH:38]=[CH:37][CH:36]=2)[CH:34]=1.CC(C)([O-])C.[K+].O. Product: [C:1]([O:5][C:6](=[O:27])[C:7]([S:10][C:11]1[S:12][CH:13]=[C:14]([CH2:16][CH2:17][N:18]([C:19]2[N:20]=[CH:21][C:22]([CH2:25][CH3:26])=[CH:23][N:24]=2)[CH2:29][C:30]2[CH:31]=[N:32][N:33]([C:35]3[CH:36]=[CH:37][CH:38]=[CH:39][CH:40]=3)[CH:34]=2)[N:15]=1)([CH3:9])[CH3:8])([CH3:2])([CH3:3])[CH3:4]. The catalyst class is: 9.